This data is from Full USPTO retrosynthesis dataset with 1.9M reactions from patents (1976-2016). The task is: Predict the reactants needed to synthesize the given product. (1) Given the product [C:26]([O:25][C:23]([NH:22][CH2:21][C:11]1[C:12]([CH2:17][CH:18]([CH3:20])[CH3:19])=[N:13][C:14]2[C:9]([C:10]=1[C:30]1[CH:35]=[CH:34][C:33]([CH3:36])=[CH:32][CH:31]=1)=[CH:8][C:7](/[CH:48]=[CH:47]/[C:46]([O:50][CH2:51][CH3:52])=[O:49])=[CH:16][CH:15]=2)=[O:24])([CH3:29])([CH3:28])[CH3:27], predict the reactants needed to synthesize it. The reactants are: FC(F)(F)S(O[C:7]1[CH:8]=[C:9]2[C:14](=[CH:15][CH:16]=1)[N:13]=[C:12]([CH2:17][CH:18]([CH3:20])[CH3:19])[C:11]([CH2:21][NH:22][C:23]([O:25][C:26]([CH3:29])([CH3:28])[CH3:27])=[O:24])=[C:10]2[C:30]1[CH:35]=[CH:34][C:33]([CH3:36])=[CH:32][CH:31]=1)(=O)=O.C(N(CC)CC)C.[C:46]([O:50][CH2:51][CH3:52])(=[O:49])[CH:47]=[CH2:48].O. (2) Given the product [Cl:1][C:2]1[N:3]=[N:4][C:5]([C:23]2[CH:28]=[CH:27][CH:26]=[CH:25][N:24]=2)=[CH:6][CH:7]=1, predict the reactants needed to synthesize it. The reactants are: [Cl:1][C:2]1[N:3]=[N:4][C:5](Cl)=[CH:6][CH:7]=1.C1(N2CCOB([C:23]3[CH:28]=[CH:27][CH:26]=[CH:25][N:24]=3)OCC2)C=CC=CC=1.[O-]P([O-])([O-])=O.[K+].[K+].[K+].CN(C=O)C.